From a dataset of Reaction yield outcomes from USPTO patents with 853,638 reactions. Predict the reaction yield, written as a fraction of the theoretical maximum amount of product (1.0 means a 100% yield; for example, 0.34 means a 34% yield). (1) The reactants are S(=O)(=O)(O)O.[Cl:6][C:7]1[CH:15]=[C:11]([C:12]([OH:14])=[O:13])[C:10]([OH:16])=[CH:9][CH:8]=1.[C:17](OC(=O)C)(=[O:19])[CH3:18]. No catalyst specified. The product is [C:17]([O:16][C:10]1[CH:9]=[CH:8][C:7]([Cl:6])=[CH:15][C:11]=1[C:12]([OH:14])=[O:13])(=[O:19])[CH3:18]. The yield is 0.930. (2) The reactants are [H-].[Na+].[F:3][C:4]1[C:5]([CH2:16][N:17]([CH3:25])[C:18](=[O:24])[O:19][C:20]([CH3:23])([CH3:22])[CH3:21])=[CH:6][NH:7][C:8]=1[C:9]1[C:10]([F:15])=[N:11][CH:12]=[CH:13][CH:14]=1.C1OCCOCCOCCOCCOC1.[CH3:41][C:42]1[CH:47]=[CH:46][N:45]=[C:44]([S:48](F)(=[O:50])=[O:49])[CH:43]=1. The catalyst is O1CCCC1.O. The product is [F:3][C:4]1[C:5]([CH2:16][N:17]([CH3:25])[C:18](=[O:24])[O:19][C:20]([CH3:21])([CH3:22])[CH3:23])=[CH:6][N:7]([S:48]([C:44]2[CH:43]=[C:42]([CH3:41])[CH:47]=[CH:46][N:45]=2)(=[O:50])=[O:49])[C:8]=1[C:9]1[C:10]([F:15])=[N:11][CH:12]=[CH:13][CH:14]=1. The yield is 0.700. (3) The reactants are [Cl:1][C:2]1[CH:7]=[CH:6][C:5]([CH2:8][CH2:9][NH:10][C:11]([NH2:13])=[S:12])=[CH:4][CH:3]=1.Br[CH2:15][C:16]([C:18]1[CH:23]=[CH:22][CH:21]=[CH:20][CH:19]=1)=O.[H-].[Na+].Cl[CH2:27][C:28]1[CH:47]=[CH:46][C:31]([CH2:32][O:33][C:34]2[CH:39]=[CH:38][C:37]([CH2:40][CH2:41][C:42]([O:44]C)=[O:43])=[CH:36][CH:35]=2)=[CH:30][CH:29]=1.P([O-])(O)(O)=O.[K+]. The catalyst is CN(C)C=O. The product is [Cl:1][C:2]1[CH:3]=[CH:4][C:5]([CH2:8][CH2:9][N:10]([CH2:27][C:28]2[CH:47]=[CH:46][C:31]([CH2:32][O:33][C:34]3[CH:39]=[CH:38][C:37]([CH2:40][CH2:41][C:42]([OH:44])=[O:43])=[CH:36][CH:35]=3)=[CH:30][CH:29]=2)[C:11]2[S:12][CH:15]=[C:16]([C:18]3[CH:23]=[CH:22][CH:21]=[CH:20][CH:19]=3)[N:13]=2)=[CH:6][CH:7]=1. The yield is 0.390. (4) The reactants are [OH:1][C:2]1[CH:3]=[C:4]([CH:7]=[CH:8][C:9]=1[O:10][CH3:11])[CH:5]=[O:6].[CH3:12][S:13](Cl)(=[O:15])=[O:14]. The catalyst is C(Cl)Cl. The product is [CH3:12][S:13]([O:1][C:2]1[CH:3]=[C:4]([CH:5]=[O:6])[CH:7]=[CH:8][C:9]=1[O:10][CH3:11])(=[O:15])=[O:14]. The yield is 0.870.